The task is: Regression. Given two drug SMILES strings and cell line genomic features, predict the synergy score measuring deviation from expected non-interaction effect.. This data is from NCI-60 drug combinations with 297,098 pairs across 59 cell lines. (1) Drug 1: CC1C(C(CC(O1)OC2CC(CC3=C2C(=C4C(=C3O)C(=O)C5=C(C4=O)C(=CC=C5)OC)O)(C(=O)CO)O)N)O.Cl. Drug 2: C1CN(P(=O)(OC1)NCCCl)CCCl. Cell line: OVCAR3. Synergy scores: CSS=-0.919, Synergy_ZIP=3.15, Synergy_Bliss=3.07, Synergy_Loewe=2.35, Synergy_HSA=1.70. (2) Drug 1: CC1CCC2CC(C(=CC=CC=CC(CC(C(=O)C(C(C(=CC(C(=O)CC(OC(=O)C3CCCCN3C(=O)C(=O)C1(O2)O)C(C)CC4CCC(C(C4)OC)O)C)C)O)OC)C)C)C)OC. Drug 2: CC(C)CN1C=NC2=C1C3=CC=CC=C3N=C2N. Cell line: SR. Synergy scores: CSS=52.9, Synergy_ZIP=0.366, Synergy_Bliss=-2.47, Synergy_Loewe=-16.0, Synergy_HSA=-2.03.